Dataset: Forward reaction prediction with 1.9M reactions from USPTO patents (1976-2016). Task: Predict the product of the given reaction. (1) Given the reactants [Li+].[OH-].Br[C:4]1[C:12]2[S:11][CH:10]=[C:9]([CH:13]([C:35]3[CH:40]=[CH:39][C:38]([Cl:41])=[CH:37][CH:36]=3)[C@@H:14]([C:19]3[CH:34]=[CH:33][C:22]([C:23]([NH:25][CH2:26][CH2:27][C:28]([O:30]CC)=[O:29])=[O:24])=[CH:21][CH:20]=3)[CH2:15][CH2:16][CH2:17][CH3:18])[C:8]=2[CH:7]=[C:6]([F:42])[CH:5]=1.[CH3:43][N:44]1[C:48](B2OC(C)(C)C(C)(C)O2)=[CH:47][CH:46]=[N:45]1, predict the reaction product. The product is: [Cl:41][C:38]1[CH:39]=[CH:40][C:35]([CH:13]([C:9]2[C:8]3[CH:7]=[C:6]([F:42])[CH:5]=[C:4]([C:48]4[N:44]([CH3:43])[N:45]=[CH:46][CH:47]=4)[C:12]=3[S:11][CH:10]=2)[C@@H:14]([C:19]2[CH:34]=[CH:33][C:22]([C:23]([NH:25][CH2:26][CH2:27][C:28]([OH:30])=[O:29])=[O:24])=[CH:21][CH:20]=2)[CH2:15][CH2:16][CH2:17][CH3:18])=[CH:36][CH:37]=1. (2) Given the reactants [Cl-].O[NH3+:3].[C:4](=[O:7])([O-])[OH:5].[Na+].CS(C)=O.[CH3:13][O:14][C:15]1[CH:47]=[CH:46][C:18]([O:19][C:20]2[C:25](=[O:26])[N:24]([CH2:27][C:28]3[CH:33]=[CH:32][C:31]([C:34]4[C:35]([C:40]#[N:41])=[CH:36][CH:37]=[CH:38][CH:39]=4)=[CH:30][CH:29]=3)[C:23]([CH2:42][CH2:43][CH3:44])=[N:22][C:21]=2[CH3:45])=[CH:17][CH:16]=1, predict the reaction product. The product is: [CH3:13][O:14][C:15]1[CH:16]=[CH:17][C:18]([O:19][C:20]2[C:25](=[O:26])[N:24]([CH2:27][C:28]3[CH:33]=[CH:32][C:31]([C:34]4[CH:39]=[CH:38][CH:37]=[CH:36][C:35]=4[C:40]4[NH:3][C:4](=[O:7])[O:5][N:41]=4)=[CH:30][CH:29]=3)[C:23]([CH2:42][CH2:43][CH3:44])=[N:22][C:21]=2[CH3:45])=[CH:46][CH:47]=1. (3) The product is: [CH2:1]([C@:8]([OH:25])([CH2:22][CH2:23][O:24][Si:31]([C:44]([CH3:47])([CH3:46])[CH3:45])([C:38]1[CH:39]=[CH:40][CH:41]=[CH:42][CH:43]=1)[C:32]1[CH:37]=[CH:36][CH:35]=[CH:34][CH:33]=1)[C:9]([NH:11][C@H:12]1[C:20]2[C:15](=[CH:16][CH:17]=[CH:18][CH:19]=2)[CH2:14][C@H:13]1[OH:21])=[O:10])[C:2]1[CH:7]=[CH:6][CH:5]=[CH:4][CH:3]=1. Given the reactants [CH2:1]([C@:8]([OH:25])([CH2:22][CH2:23][OH:24])[C:9]([NH:11][C@H:12]1[C:20]2[C:15](=[CH:16][CH:17]=[CH:18][CH:19]=2)[CH2:14][C@H:13]1[OH:21])=[O:10])[C:2]1[CH:7]=[CH:6][CH:5]=[CH:4][CH:3]=1.N1C=CN=C1.[Si:31](Cl)([C:44]([CH3:47])([CH3:46])[CH3:45])([C:38]1[CH:43]=[CH:42][CH:41]=[CH:40][CH:39]=1)[C:32]1[CH:37]=[CH:36][CH:35]=[CH:34][CH:33]=1, predict the reaction product. (4) The product is: [Cl:20][CH2:16][C:14]1[CH:15]=[C:10]([C:8]([C:5]2[CH:6]=[CH:7][C:2]([F:1])=[CH:3][CH:4]=2)=[O:9])[CH:11]=[N:12][CH:13]=1. Given the reactants [F:1][C:2]1[CH:7]=[CH:6][C:5]([C:8]([C:10]2[CH:11]=[N:12][CH:13]=[C:14]([CH2:16]O)[CH:15]=2)=[O:9])=[CH:4][CH:3]=1.S(Cl)([Cl:20])=O, predict the reaction product. (5) Given the reactants F[C:2]1[CH:7]=[C:6]([O:8][CH3:9])[CH:5]=[CH:4][C:3]=1[C:10]1[NH:19][C:18](=[O:20])[C:17]2[C:12](=[CH:13][C:14]([O:23][CH3:24])=[CH:15][C:16]=2[O:21][CH3:22])[N:11]=1.Cl.Cl.[CH3:27][N:28]1[CH2:32][CH2:31][CH:30](N)[CH2:29]1.C[Si]([N-][Si](C)(C)C)(C)C.[Li+], predict the reaction product. The product is: [CH3:22][O:21][C:16]1[CH:15]=[C:14]([O:23][CH3:24])[CH:13]=[C:12]2[C:17]=1[C:18](=[O:20])[NH:19][C:10]([C:3]1[CH:4]=[CH:5][C:6]([O:8][CH3:9])=[CH:7][C:2]=1[CH:30]1[CH2:31][CH2:32][N:28]([CH3:27])[CH2:29]1)=[N:11]2. (6) Given the reactants [Cl:1][C:2]1[CH:7]=[CH:6][N:5]=[C:4]2[C:8]([C:11]([NH:13][C@H:14]3[CH2:19][CH2:18][CH2:17][CH2:16][C@@H:15]3[OH:20])=[O:12])=[CH:9][NH:10][C:3]=12.Br[CH2:22][C:23]1[CH:24]=[CH:25][C:26]([C:29]#[N:30])=[N:27][CH:28]=1.C(=O)([O-])[O-].[Cs+].[Cs+], predict the reaction product. The product is: [Cl:1][C:2]1[CH:7]=[CH:6][N:5]=[C:4]2[C:8]([C:11]([NH:13][C@H:14]3[CH2:19][CH2:18][CH2:17][CH2:16][C@@H:15]3[OH:20])=[O:12])=[CH:9][N:10]([CH2:22][C:23]3[CH:28]=[N:27][C:26]([C:29]#[N:30])=[CH:25][CH:24]=3)[C:3]=12.